From a dataset of Full USPTO retrosynthesis dataset with 1.9M reactions from patents (1976-2016). Predict the reactants needed to synthesize the given product. Given the product [CH2:40]([O:42][C:43]([C:45]1([NH:54][C:8](=[O:10])[C:7]2[CH:11]=[CH:12][CH:13]=[C:14]([CH3:15])[C:6]=2[O:5][CH:1]2[CH2:2][CH2:3][CH2:4]2)[CH2:53][C:52]2[C:47](=[CH:48][CH:49]=[CH:50][CH:51]=2)[CH2:46]1)=[O:44])[CH3:41], predict the reactants needed to synthesize it. The reactants are: [CH:1]1([O:5][C:6]2[C:14]([CH3:15])=[CH:13][CH:12]=[CH:11][C:7]=2[C:8]([OH:10])=O)[CH2:4][CH2:3][CH2:2]1.CN(C(ON1N=NC2C=CC=CC1=2)=[N+](C)C)C.F[P-](F)(F)(F)(F)F.[CH2:40]([O:42][C:43]([C:45]1([NH2:54])[CH2:53][C:52]2[C:47](=[CH:48][CH:49]=[CH:50][CH:51]=2)[CH2:46]1)=[O:44])[CH3:41].CCN(C(C)C)C(C)C.